Dataset: Reaction yield outcomes from USPTO patents with 853,638 reactions. Task: Predict the reaction yield, written as a fraction of the theoretical maximum amount of product (1.0 means a 100% yield; for example, 0.34 means a 34% yield). (1) The reactants are [C:1]([C:5]1[CH:14]=[C:13]2[C:8]([CH:9]=[C:10]([C:19]([O:21][CH2:22][CH3:23])=[O:20])[CH:11]([C:15]([F:18])([F:17])[F:16])[O:12]2)=[CH:7][C:6]=1Cl)([CH3:4])([CH3:3])[CH3:2].[C:25]([O-])([O-])=O.[Cs+].[Cs+].CB1OB(C)OB(C)O1.O. The catalyst is COCCOCCOC. The product is [C:1]([C:5]1[CH:14]=[C:13]2[C:8]([CH:9]=[C:10]([C:19]([O:21][CH2:22][CH3:23])=[O:20])[CH:11]([C:15]([F:18])([F:17])[F:16])[O:12]2)=[CH:7][C:6]=1[CH3:25])([CH3:4])([CH3:3])[CH3:2]. The yield is 0.380. (2) The reactants are [CH2:1]([O:3][C:4]([C:6]1[CH:7]=[C:8]2[C:13](=[C:14]([CH:16]=O)[CH:15]=1)[O:12][C:11]([CH3:19])([CH3:18])[CH2:10][C:9]2([CH3:21])[CH3:20])=[O:5])[CH3:2].[CH:22]1([NH2:25])[CH2:24][CH2:23]1.C([BH3-])#N.[Na+].C(=O)([O-])[O-].[K+].[K+].[CH:36](I)([CH3:38])[CH3:37]. The catalyst is ClCCl.C(#N)C.CC(C)=O.C(O)(=O)C. The product is [CH2:1]([O:3][C:4]([C:6]1[CH:7]=[C:8]2[C:13](=[C:14]([CH2:16][N:25]([CH:22]3[CH2:24][CH2:23]3)[CH:36]([CH3:38])[CH3:37])[CH:15]=1)[O:12][C:11]([CH3:19])([CH3:18])[CH2:10][C:9]2([CH3:21])[CH3:20])=[O:5])[CH3:2]. The yield is 0.710. (3) The reactants are [C:1]([OH:5])(=O)[CH2:2][OH:3].C1C=CC2N(O)N=NC=2C=1.C(Cl)CCl.Cl.[NH2:21][C@H:22]1[CH2:31][CH2:30][CH2:29][C:28]2[C:27]([C:32]3[S:36][C:35]([C:37]4[CH:38]=[CH:39][C:40]([O:45][CH:46]([CH3:48])[CH3:47])=[C:41]([CH:44]=4)[C:42]#[N:43])=[N:34][N:33]=3)=[CH:26][CH:25]=[CH:24][C:23]1=2. The catalyst is CN(C=O)C. The product is [C:42]([C:41]1[CH:44]=[C:37]([C:35]2[S:36][C:32]([C:27]3[CH:26]=[CH:25][CH:24]=[C:23]4[C:28]=3[CH2:29][CH2:30][CH2:31][C@@H:22]4[NH:21][C:1](=[O:5])[CH2:2][OH:3])=[N:33][N:34]=2)[CH:38]=[CH:39][C:40]=1[O:45][CH:46]([CH3:48])[CH3:47])#[N:43]. The yield is 0.540. (4) The reactants are [CH3:1]C([O-])(C)C.[K+].[I:7][C:8]1[C:9]([CH:17]=O)=[CH:10][C:11]2[O:15][CH2:14][O:13][C:12]=2[CH:16]=1. The catalyst is C1COCC1. The product is [I:7][C:8]1[C:9]([CH:17]=[CH2:1])=[CH:10][C:11]2[O:15][CH2:14][O:13][C:12]=2[CH:16]=1. The yield is 0.780.